From a dataset of Full USPTO retrosynthesis dataset with 1.9M reactions from patents (1976-2016). Predict the reactants needed to synthesize the given product. (1) Given the product [Cl:27][C:14]1[CH:13]=[C:12]([NH:11][C:2]2[CH:3]=[N:4][CH:5]=[CH:6][C:7]=2[O:8][CH2:9][CH3:10])[CH:26]=[CH:25][C:15]=1[C:16]([C:18]1[CH:23]=[CH:22][CH:21]=[CH:20][C:19]=1[CH3:24])=[O:17], predict the reactants needed to synthesize it. The reactants are: Br[C:2]1[CH:3]=[N:4][CH:5]=[CH:6][C:7]=1[O:8][CH2:9][CH3:10].[NH2:11][C:12]1[CH:26]=[CH:25][C:15]([C:16]([C:18]2[CH:23]=[CH:22][CH:21]=[CH:20][C:19]=2[CH3:24])=[O:17])=[C:14]([Cl:27])[CH:13]=1.C(O[Na])(C)(C)C. (2) Given the product [C:1]1([CH3:22])[CH:2]=[CH:3][C:4]([S:7]([NH:10][C@H:11]([C:19]([OH:21])=[O:20])[CH2:12][C:13]2[CH:18]=[CH:17][CH:16]=[CH:15][CH:14]=2)(=[O:9])=[O:8])=[CH:5][CH:6]=1, predict the reactants needed to synthesize it. The reactants are: [C:1]1([CH3:22])[CH:6]=[CH:5][C:4]([S:7]([NH:10][C@@H:11]([C:19]([OH:21])=[O:20])[CH2:12][C:13]2[CH:18]=[CH:17][CH:16]=[CH:15][CH:14]=2)(=[O:9])=[O:8])=[CH:3][CH:2]=1.